Dataset: Forward reaction prediction with 1.9M reactions from USPTO patents (1976-2016). Task: Predict the product of the given reaction. (1) Given the reactants [Br:1][C:2]1[CH:3]=[C:4]([S:9][C:10]2[CH:15]=[CH:14][CH:13]=[CH:12][CH:11]=2)[C:5]([NH2:8])=[N:6][CH:7]=1.[C:16]([N:24]=[C:25]=[S:26])(=[O:23])[C:17]1[CH:22]=[CH:21][CH:20]=[CH:19][CH:18]=1, predict the reaction product. The product is: [C:16]([NH:24][C:25]([NH:8][C:5]1[C:4]([S:9][C:10]2[CH:15]=[CH:14][CH:13]=[CH:12][CH:11]=2)=[CH:3][C:2]([Br:1])=[CH:7][N:6]=1)=[S:26])(=[O:23])[C:17]1[CH:22]=[CH:21][CH:20]=[CH:19][CH:18]=1. (2) Given the reactants [CH:1](=[N:8]/[CH2:9][CH2:10][OH:11])\[C:2]1[CH:7]=[CH:6][CH:5]=[CH:4][CH:3]=1.[BH4-].[Na+], predict the reaction product. The product is: [CH2:1]([NH:8][CH2:9][CH2:10][OH:11])[C:2]1[CH:7]=[CH:6][CH:5]=[CH:4][CH:3]=1. (3) The product is: [C:45]([NH:55][C@H:56]([C:60]([O:1][C:2]1[CH:7]=[CH:6][CH:5]=[CH:4][C:3]=1[CH2:8][C:9]([O:11][CH2:12][C:13]1[CH:14]=[CH:15][C:16]([O:19][CH3:20])=[CH:17][CH:18]=1)=[O:10])=[O:61])[CH:57]([CH3:59])[CH3:58])([O:47][CH2:48][C:49]1[CH:54]=[CH:53][CH:52]=[CH:51][CH:50]=1)=[O:46]. Given the reactants [OH:1][C:2]1[CH:7]=[CH:6][CH:5]=[CH:4][C:3]=1[CH2:8][C:9]([O:11][CH2:12][C:13]1[CH:18]=[CH:17][C:16]([O:19][CH3:20])=[CH:15][CH:14]=1)=[O:10].C1CCC(N=C=NC2CCCCC2)CC1.CN(C1C=CC=CN=1)C.[C:45]([NH:55][C@H:56]([C:60](O)=[O:61])[CH:57]([CH3:59])[CH3:58])([O:47][CH2:48][C:49]1[CH:54]=[CH:53][CH:52]=[CH:51][CH:50]=1)=[O:46], predict the reaction product. (4) Given the reactants O.O.[Sn](Cl)Cl.[F:6][C:7]1[CH:12]=[CH:11][C:10]([NH:13][C:14]2[CH:15]=[CH:16][C:17]3[C:23](=[O:24])[C:22]4[CH:25]=[CH:26][C:27]([N+:29]([O-:31])=[O:30])=[CH:28][C:21]=4[CH2:20][O:19][C:18]=3[CH:32]=2)=[C:9]([N+:33]([O-])=O)[CH:8]=1, predict the reaction product. The product is: [NH2:33][C:9]1[CH:8]=[C:7]([F:6])[CH:12]=[CH:11][C:10]=1[NH:13][C:14]1[CH:15]=[CH:16][C:17]2[C:23](=[O:24])[C:22]3[CH:25]=[CH:26][C:27]([N+:29]([O-:31])=[O:30])=[CH:28][C:21]=3[CH2:20][O:19][C:18]=2[CH:32]=1. (5) Given the reactants Cl.[NH:2]1[C:10]2[C:5](=[CH:6][C:7]([C:11]([O:13][CH2:14][CH3:15])=[O:12])=[CH:8][CH:9]=2)[CH:4]=[N:3]1.[Br:16]Br.C(OCC)(=O)C.CCCCCC, predict the reaction product. The product is: [Br:16][C:4]1[C:5]2[C:10](=[CH:9][CH:8]=[C:7]([C:11]([O:13][CH2:14][CH3:15])=[O:12])[CH:6]=2)[NH:2][N:3]=1. (6) Given the reactants [Cl:1][C:2]1[N:10]=[CH:9][CH:8]=[CH:7][C:3]=1[C:4](O)=O.ClC1[N:20]=[CH:19]C(F)=CC=1C(O)=O, predict the reaction product. The product is: [Cl:1][C:2]1[C:3]([CH2:4][C:19]#[N:20])=[CH:7][CH:8]=[CH:9][N:10]=1. (7) Given the reactants [H-].[Na+].CN(C)C=O.[Br:8][C:9]1[CH:10]=[C:11]2[C:16](=[CH:17][CH:18]=1)[C:15](=[O:19])[NH:14][CH:13]=[CH:12]2.[F:20][CH:21]([F:24])[CH2:22]I, predict the reaction product. The product is: [Br:8][C:9]1[CH:10]=[C:11]2[C:16](=[CH:17][CH:18]=1)[C:15](=[O:19])[N:14]([CH2:22][CH:21]([F:24])[F:20])[CH:13]=[CH:12]2. (8) Given the reactants C[O:2][C:3](=O)[C:4]1[CH:9]=[C:8]([NH2:10])[CH:7]=[N:6][CH:5]=1.[H-].[H-].[H-].[H-].[Li+].[Al+3], predict the reaction product. The product is: [NH2:10][C:8]1[CH:9]=[C:4]([CH2:3][OH:2])[CH:5]=[N:6][CH:7]=1. (9) Given the reactants FC(F)(F)C(O)=O.C([O:12][C:13](=[O:44])[C:14]1[CH:19]=[CH:18][CH:17]=[C:16]([O:20][C:21]2[CH:26]=[CH:25][C:24]([NH:27][C:28]3[C:29]4[CH:37]=[C:36]([N:38]5[CH2:42][CH2:41][CH2:40][CH2:39]5)[N:35]=[CH:34][C:30]=4[N:31]=[CH:32][N:33]=3)=[CH:23][C:22]=2[CH3:43])[CH:15]=1)(C)(C)C, predict the reaction product. The product is: [CH3:43][C:22]1[CH:23]=[C:24]([NH:27][C:28]2[C:29]3[CH:37]=[C:36]([N:38]4[CH2:42][CH2:41][CH2:40][CH2:39]4)[N:35]=[CH:34][C:30]=3[N:31]=[CH:32][N:33]=2)[CH:25]=[CH:26][C:21]=1[O:20][C:16]1[CH:15]=[C:14]([CH:19]=[CH:18][CH:17]=1)[C:13]([OH:44])=[O:12]. (10) The product is: [NH2:11][C@@H:12]([CH2:18][NH:19][C:20]([CH:22]1[CH2:38][CH2:37][C:25]2([CH2:30][CH2:29][N:28]([C:31]3[CH:32]=[CH:33][N:34]=[CH:35][CH:36]=3)[CH2:27][CH2:26]2)[CH2:24][CH2:23]1)=[O:21])[C:13]([O:15][CH2:16][CH3:17])=[O:14]. Given the reactants C(OC([NH:11][C@@H:12]([CH2:18][NH:19][C:20]([CH:22]1[CH2:38][CH2:37][C:25]2([CH2:30][CH2:29][N:28]([C:31]3[CH:36]=[CH:35][N:34]=[CH:33][CH:32]=3)[CH2:27][CH2:26]2)[CH2:24][CH2:23]1)=[O:21])[C:13]([O:15][CH2:16][CH3:17])=[O:14])=O)C1C=CC=CC=1, predict the reaction product.